This data is from Forward reaction prediction with 1.9M reactions from USPTO patents (1976-2016). The task is: Predict the product of the given reaction. (1) Given the reactants [O:1]1[CH:5]=[CH:4][CH:3]=[C:2]1[C:6]#N.[C:8](#N)[C:9]1[CH:14]=[CH:13][CH:12]=[CH:11][CH:10]=1, predict the reaction product. The product is: [C:9]1([C:8]#[C:6][C:2]2[O:1][CH:5]=[CH:4][CH:3]=2)[CH:14]=[CH:13][CH:12]=[CH:11][CH:10]=1. (2) Given the reactants [CH3:1][C:2]1[C:7]([C:8]2[CH:17]=[CH:16][C:15]3[C:10](=[CH:11][CH:12]=[CH:13][CH:14]=3)[CH:9]=2)=[CH:6][CH:5]=[CH:4][C:3]=1[C:18]1[CH:23]=[CH:22][CH:21]=[CH:20][CH:19]=1.C(OOC(=O)C1C=CC=CC=1)(=O)C1C=CC=CC=1.C1C(=O)[N:46](Br)[C:44](=O)C1.[C-]#N.[Na+], predict the reaction product. The product is: [CH:9]1[C:10]2[C:15](=[CH:14][CH:13]=[CH:12][CH:11]=2)[CH:16]=[CH:17][C:8]=1[C:7]1[C:2]([CH2:1][C:44]#[N:46])=[C:3]([C:18]2[CH:23]=[CH:22][CH:21]=[CH:20][CH:19]=2)[CH:4]=[CH:5][CH:6]=1. (3) Given the reactants [C:1]1([CH2:7][C:8]([C:10]2[S:11][CH:12]=[CH:13][CH:14]=2)=[O:9])[CH:6]=[CH:5][CH:4]=[CH:3][CH:2]=1.CO[CH:17](OC)[N:18]([CH3:20])[CH3:19], predict the reaction product. The product is: [CH3:17][N:18]([CH3:20])[CH:19]=[C:7]([C:1]1[CH:2]=[CH:3][CH:4]=[CH:5][CH:6]=1)[C:8]([C:10]1[S:11][CH:12]=[CH:13][CH:14]=1)=[O:9]. (4) Given the reactants [N+:1]([C:4]1[CH:5]=[C:6]2[N:12]=[C:11]([C:13]3[CH:18]=[CH:17][CH:16]=[CH:15][CH:14]=3)[NH:10][C:7]2=[N:8][CH:9]=1)([O-])=O, predict the reaction product. The product is: [C:13]1([C:11]2[NH:10][C:7]3=[N:8][CH:9]=[C:4]([NH2:1])[CH:5]=[C:6]3[N:12]=2)[CH:14]=[CH:15][CH:16]=[CH:17][CH:18]=1. (5) Given the reactants [F:1][C:2]1[CH:3]=[C:4]([NH:9][C:10]2[C:15]([N+:16]([O-])=O)=[CH:14][CH:13]=[CH:12][N:11]=2)[CH:5]=[C:6]([F:8])[CH:7]=1.O, predict the reaction product. The product is: [F:1][C:2]1[CH:3]=[C:4]([N:9]2[CH:12]=[CH:13][CH:14]=[C:15]([NH2:16])[CH:10]2[NH2:11])[CH:5]=[C:6]([F:8])[CH:7]=1. (6) Given the reactants [NH2:1][C:2]1[CH:7]=[CH:6][CH:5]=[C:4]([Cl:8])[N:3]=1.C(N(CC)CC)C.[CH3:16][C:17]([CH3:22])([CH3:21])[C:18](Cl)=[O:19].O, predict the reaction product. The product is: [Cl:8][C:4]1[N:3]=[C:2]([NH:1][C:18](=[O:19])[C:17]([CH3:22])([CH3:21])[CH3:16])[CH:7]=[CH:6][CH:5]=1.